This data is from Catalyst prediction with 721,799 reactions and 888 catalyst types from USPTO. The task is: Predict which catalyst facilitates the given reaction. Reactant: [C:1](#[N:3])[CH3:2].C[Si](C)(C)[N-][Si](C)(C)C.[Na+].[Cl:14][C:15]1[CH:20]=[C:19]([I:21])[CH:18]=[CH:17][C:16]=1[N:22]=[C:23]=[S:24]. Product: [Cl:14][C:15]1[CH:20]=[C:19]([I:21])[CH:18]=[CH:17][C:16]=1[NH:22][C:23](=[S:24])[CH2:2][C:1]#[N:3]. The catalyst class is: 1.